Dataset: HIV replication inhibition screening data with 41,000+ compounds from the AIDS Antiviral Screen. Task: Binary Classification. Given a drug SMILES string, predict its activity (active/inactive) in a high-throughput screening assay against a specified biological target. (1) The compound is Cc1ccc(S(=O)(=O)N2CCN(CCO)CCN(S(=O)(=O)c3ccc(C)cc3)CCN(CCO)CC2)cc1. The result is 0 (inactive). (2) The compound is Cc1ccc(S(=O)(=O)N2CCC(C(=O)O)=Cc3c2[nH]c(=O)n(-c2ccccc2)c3=O)cc1. The result is 0 (inactive).